This data is from Forward reaction prediction with 1.9M reactions from USPTO patents (1976-2016). The task is: Predict the product of the given reaction. (1) Given the reactants B(F)(F)F.CSC.[C:8]([C:11]1[CH:12]=[C:13]([C:17]2[CH:22]=[CH:21][C:20]([C:23]3[CH:24]=[N:25][N:26]([CH2:37][C:38]#[N:39])[C:27]=3[C:28]3[CH:33]=[C:32]([CH3:34])[CH:31]=[C:30]([O:35]C)[CH:29]=3)=[CH:19][N:18]=2)[CH:14]=[CH:15][CH:16]=1)(=[O:10])[CH3:9], predict the reaction product. The product is: [C:8]([C:11]1[CH:12]=[C:13]([C:17]2[CH:22]=[CH:21][C:20]([C:23]3[CH:24]=[N:25][N:26]([CH2:37][C:38]#[N:39])[C:27]=3[C:28]3[CH:33]=[C:32]([CH3:34])[CH:31]=[C:30]([OH:35])[CH:29]=3)=[CH:19][N:18]=2)[CH:14]=[CH:15][CH:16]=1)(=[O:10])[CH3:9]. (2) Given the reactants [NH:1]([C:3]1[N:8]=[N:7][C:6]([N:9]([CH3:16])[C:10]2[CH:15]=[CH:14][CH:13]=[CH:12][CH:11]=2)=[CH:5][CH:4]=1)[NH2:2].[Cl:17][C:18]1[N:23]=[C:22]([C:24](O)=[O:25])[CH:21]=[CH:20][CH:19]=1.Cl, predict the reaction product. The product is: [Cl:17][C:18]1[N:23]=[C:22]([C:24]([NH:2][NH:1][C:3]2[N:8]=[N:7][C:6]([N:9]([CH3:16])[C:10]3[CH:15]=[CH:14][CH:13]=[CH:12][CH:11]=3)=[CH:5][CH:4]=2)=[O:25])[CH:21]=[CH:20][CH:19]=1. (3) Given the reactants [F:1][C:2]([F:22])([F:21])[O:3][C:4]1[CH:9]=[CH:8][C:7]([N:10]2[CH2:14][CH2:13][C:12]3([CH2:19][CH2:18][NH:17][CH2:16][CH2:15]3)[C:11]2=[O:20])=[CH:6][CH:5]=1.CCN(CC)CC.O=C(Cl)[O:32][C:33](Cl)(Cl)Cl.[CH2:38]([NH2:41])[CH2:39][CH3:40], predict the reaction product. The product is: [CH2:38]([NH:41][C:33]([N:17]1[CH2:16][CH2:15][C:12]2([C:11](=[O:20])[N:10]([C:7]3[CH:8]=[CH:9][C:4]([O:3][C:2]([F:1])([F:21])[F:22])=[CH:5][CH:6]=3)[CH2:14][CH2:13]2)[CH2:19][CH2:18]1)=[O:32])[CH2:39][CH3:40].